Dataset: Forward reaction prediction with 1.9M reactions from USPTO patents (1976-2016). Task: Predict the product of the given reaction. (1) Given the reactants [C:1]([C:5]1[CH:10]=[CH:9][C:8]([C:11]2[N:12]([C:32](Cl)=[O:33])[C:13]([C:25]3[CH:30]=[CH:29][C:28]([Cl:31])=[CH:27][CH:26]=3)([CH3:24])[C:14]([C:17]3[CH:22]=[CH:21][C:20]([Cl:23])=[CH:19][CH:18]=3)([CH3:16])[N:15]=2)=[C:7]([O:35][CH:36]([CH3:38])[CH3:37])[CH:6]=1)([CH3:4])([CH3:3])[CH3:2].[N:39]1([CH2:45][CH2:46][N:47]2[CH2:52][CH2:51][O:50][CH2:49][CH2:48]2)[CH2:44][CH2:43][NH:42][CH2:41][CH2:40]1, predict the reaction product. The product is: [C:1]([C:5]1[CH:10]=[CH:9][C:8]([C:11]2[N:12]([C:32]([N:42]3[CH2:41][CH2:40][N:39]([CH2:45][CH2:46][N:47]4[CH2:48][CH2:49][O:50][CH2:51][CH2:52]4)[CH2:44][CH2:43]3)=[O:33])[C@@:13]([C:25]3[CH:30]=[CH:29][C:28]([Cl:31])=[CH:27][CH:26]=3)([CH3:24])[C@@:14]([C:17]3[CH:22]=[CH:21][C:20]([Cl:23])=[CH:19][CH:18]=3)([CH3:16])[N:15]=2)=[C:7]([O:35][CH:36]([CH3:38])[CH3:37])[CH:6]=1)([CH3:3])([CH3:4])[CH3:2]. (2) The product is: [ClH:27].[ClH:27].[F:1][C:2]1[CH:10]=[C:9]2[C:5]([CH2:6][CH2:7][C@H:8]2[N:11]2[C:15]3=[N:16][C:17]([NH:20][C:21]4[NH:25][N:24]=[C:23]([CH3:26])[CH:22]=4)=[CH:18][CH:19]=[C:14]3[N:13]=[CH:12]2)=[CH:4][CH:3]=1. Given the reactants [F:1][C:2]1[CH:10]=[C:9]2[C:5]([CH2:6][CH2:7][C@H:8]2[N:11]2[C:15]3=[N:16][C:17]([NH:20][C:21]4[NH:25][N:24]=[C:23]([CH3:26])[CH:22]=4)=[CH:18][CH:19]=[C:14]3[N:13]=[CH:12]2)=[CH:4][CH:3]=1.[ClH:27].O1CCOCC1, predict the reaction product. (3) Given the reactants O1CCOCC1.C(OC([N:14]1[CH2:17][CH:16]([N:18]2[CH:22]=[C:21]([C:23]3[CH:24]=[CH:25][C:26]4[N:27]([C:29]([CH2:32][C:33]5[CH:34]=[C:35]6[C:40](=[CH:41][C:42]=5[F:43])[N:39]=[CH:38][CH:37]=[CH:36]6)=[CH:30][N:31]=4)[N:28]=3)[CH:20]=[N:19]2)[CH2:15]1)=O)(C)(C)C.Cl, predict the reaction product. The product is: [NH:14]1[CH2:15][CH:16]([N:18]2[CH:22]=[C:21]([C:23]3[CH:24]=[CH:25][C:26]4[N:27]([C:29]([CH2:32][C:33]5[CH:34]=[C:35]6[C:40](=[CH:41][C:42]=5[F:43])[N:39]=[CH:38][CH:37]=[CH:36]6)=[CH:30][N:31]=4)[N:28]=3)[CH:20]=[N:19]2)[CH2:17]1. (4) The product is: [CH3:20][S:21]([O:19][CH2:18][C:6]1[N:7]([CH2:11][CH2:12][CH2:13][S:14]([CH3:17])(=[O:16])=[O:15])[C:8]2[C:4]([CH:5]=1)=[CH:3][C:2]([Cl:1])=[CH:10][CH:9]=2)(=[O:23])=[O:22]. Given the reactants [Cl:1][C:2]1[CH:3]=[C:4]2[C:8](=[CH:9][CH:10]=1)[N:7]([CH2:11][CH2:12][CH2:13][S:14]([CH3:17])(=[O:16])=[O:15])[C:6]([CH2:18][OH:19])=[CH:5]2.[CH3:20][S:21](Cl)(=[O:23])=[O:22], predict the reaction product.